Task: Predict which catalyst facilitates the given reaction.. Dataset: Catalyst prediction with 721,799 reactions and 888 catalyst types from USPTO (1) Reactant: Br[C:2]1[CH:7]=[CH:6][C:5]([N:8]2[C:12]([CH3:13])=[CH:11][CH:10]=[C:9]2[C:14]2[CH:19]=[CH:18][C:17]([S:20]([CH3:23])(=[O:22])=[O:21])=[C:16]([F:24])[CH:15]=2)=[CH:4][CH:3]=1.C([Sn](CCCC)(CCCC)[C:30]1[N:31]=[CH:32][S:33][CH:34]=1)CCC.[Cl-]. Product: [F:24][C:16]1[CH:15]=[C:14]([C:9]2[N:8]([C:5]3[CH:6]=[CH:7][C:2]([C:30]4[N:31]=[CH:32][S:33][CH:34]=4)=[CH:3][CH:4]=3)[C:12]([CH3:13])=[CH:11][CH:10]=2)[CH:19]=[CH:18][C:17]=1[S:20]([CH3:23])(=[O:22])=[O:21]. The catalyst class is: 77. (2) Reactant: CN([CH:4]=[C:5]1[C:10](=O)[CH2:9][CH2:8][N:7]([C:12]2[C:13]([O:19][CH2:20][C:21]3[CH:26]=[CH:25][C:24]([O:27][CH3:28])=[CH:23][CH:22]=3)=[N:14][CH:15]=[CH:16][C:17]=2[CH3:18])[CH2:6]1)C.C(=O)(O)O.[NH2:33][C:34]([NH2:36])=[NH:35].O.O.O.C([O-])(=O)C.[Na+]. Product: [CH3:28][O:27][C:24]1[CH:25]=[CH:26][C:21]([CH2:20][O:19][C:13]2[C:12]([N:7]3[CH2:8][CH2:9][C:10]4[N:35]=[C:34]([NH2:36])[N:33]=[CH:4][C:5]=4[CH2:6]3)=[C:17]([CH3:18])[CH:16]=[CH:15][N:14]=2)=[CH:22][CH:23]=1. The catalyst class is: 5.